Binary Classification. Given a drug SMILES string, predict its activity (active/inactive) in a high-throughput screening assay against a specified biological target. From a dataset of HIV replication inhibition screening data with 41,000+ compounds from the AIDS Antiviral Screen. (1) The result is 0 (inactive). The compound is Nc1nc(O)c2ncn(Cc3ccccc3CCO)c2n1. (2) The molecule is CCOC(=O)CCC(NC(=O)c1nc[nH]c1N=NN(C)C)C(=O)OCC. The result is 0 (inactive). (3) The molecule is CC=C1CC2C(OC)Nc3cc(O)c(OC)cc3C(=O)N2C1. The result is 0 (inactive). (4) The drug is CCC1CN2CCc3cc(OC)c(OC)cc3C2CC1CC1c2cc(OC)c(OC)cc2CCN1N=O. The result is 0 (inactive). (5) The compound is CN(C)[PH](F)(F)[Fe+2]1234([I-])([PH](F)(F)N(C)C)C5=C1[C-]2C3=C54. The result is 0 (inactive). (6) The compound is O=S1(=O)C(c2ccccc2)C(N2CCCCC2)C1C1CC2c3ccccc3C1c1ccccc12. The result is 0 (inactive). (7) The drug is CC(C)CCCC(C)N. The result is 0 (inactive).